This data is from Reaction yield outcomes from USPTO patents with 853,638 reactions. The task is: Predict the reaction yield, written as a fraction of the theoretical maximum amount of product (1.0 means a 100% yield; for example, 0.34 means a 34% yield). (1) The reactants are I[C:2]1[N:3]=[CH:4][N:5]([C:7]2[CH:12]=[CH:11][CH:10]=[C:9]([Cl:13])[CH:8]=2)[CH:6]=1.C([Mg]Cl)(C)C.[CH2:19]([Sn:23](Cl)([CH2:28][CH2:29][CH2:30][CH3:31])[CH2:24][CH2:25][CH2:26][CH3:27])[CH2:20][CH2:21][CH3:22].[Cl-].[NH4+]. The catalyst is C1COCC1.C(OCC)(=O)C. The product is [Cl:13][C:9]1[CH:8]=[C:7]([N:5]2[CH:6]=[C:2]([Sn:23]([CH2:24][CH2:25][CH2:26][CH3:27])([CH2:28][CH2:29][CH2:30][CH3:31])[CH2:19][CH2:20][CH2:21][CH3:22])[N:3]=[CH:4]2)[CH:12]=[CH:11][CH:10]=1. The yield is 0.380. (2) The reactants are C([O:3][C:4](=[O:16])[C:5]([C:8]1[CH:13]=[CH:12][CH:11]=[C:10]([O:14][CH3:15])[CH:9]=1)([CH3:7])[CH3:6])C.[OH-].[Na+]. The catalyst is CCO. The product is [CH3:15][O:14][C:10]1[CH:9]=[C:8]([C:5]([CH3:7])([CH3:6])[C:4]([OH:16])=[O:3])[CH:13]=[CH:12][CH:11]=1. The yield is 0.820. (3) The reactants are [CH3:1][C:2]1[CH:3]=[CH:4][C:5]([N+:9]([O-:11])=[O:10])=[C:6]([OH:8])[CH:7]=1.[C:12]1(=O)[O:17][C:15](=[O:16])[C:14]2=[CH:18][CH:19]=[CH:20][CH:21]=[C:13]12. The catalyst is [Cl-].[Zn+2].[Cl-]. The product is [OH:8][C:6]1[CH:7]=[C:2]([CH3:1])[C:3]([C:12]2([C:3]3[C:2]([CH3:1])=[CH:7][C:6]([OH:8])=[C:5]([N+:9]([O-:11])=[O:10])[CH:4]=3)[C:13]3[C:14](=[CH:18][CH:19]=[CH:20][CH:21]=3)[C:15](=[O:16])[O:17]2)=[CH:4][C:5]=1[N+:9]([O-:11])=[O:10]. The yield is 0.810. (4) The reactants are I[C:2]1[C:10]2[C:5](=[CH:6][CH:7]=[C:8]([C:11]3[CH:16]=[N:15][CH:14]=[C:13]([O:17][CH:18]([CH3:20])[CH3:19])[N:12]=3)[CH:9]=2)[N:4]([S:21]([C:24]2[CH:30]=[CH:29][C:27]([CH3:28])=[CH:26][CH:25]=2)(=[O:23])=[O:22])[CH:3]=1.C([Sn](CCCC)(CCCC)[C:36]1[N:41]=[C:40]([NH:42][C@@H:43]2[CH2:48][CH2:47][CH2:46][N:45]([C:49]([O:51][C:52]([CH3:55])([CH3:54])[CH3:53])=[O:50])[CH2:44]2)[CH:39]=[N:38][CH:37]=1)CCC.O. The catalyst is CN(C=O)C.[Cu]I.C1C=CC([P]([Pd]([P](C2C=CC=CC=2)(C2C=CC=CC=2)C2C=CC=CC=2)([P](C2C=CC=CC=2)(C2C=CC=CC=2)C2C=CC=CC=2)[P](C2C=CC=CC=2)(C2C=CC=CC=2)C2C=CC=CC=2)(C2C=CC=CC=2)C2C=CC=CC=2)=CC=1. The product is [CH:18]([O:17][C:13]1[N:12]=[C:11]([C:8]2[CH:9]=[C:10]3[C:5](=[CH:6][CH:7]=2)[N:4]([S:21]([C:24]2[CH:25]=[CH:26][C:27]([CH3:28])=[CH:29][CH:30]=2)(=[O:22])=[O:23])[CH:3]=[C:2]3[C:36]2[N:41]=[C:40]([NH:42][C@@H:43]3[CH2:48][CH2:47][CH2:46][N:45]([C:49]([O:51][C:52]([CH3:53])([CH3:54])[CH3:55])=[O:50])[CH2:44]3)[CH:39]=[N:38][CH:37]=2)[CH:16]=[N:15][CH:14]=1)([CH3:20])[CH3:19]. The yield is 0.570. (5) The reactants are Cl[C:2]1[N:7]=[C:6]([S:8][C:9]2[CH:10]=[C:11]([NH:15][C:16](=[O:20])/[CH:17]=[CH:18]/[CH3:19])[CH:12]=[CH:13][CH:14]=2)[CH:5]=[CH:4][N:3]=1.[O:21]1[CH2:26][CH2:25][N:24]([C:27]2[CH:33]=[CH:32][C:30]([NH2:31])=[CH:29][CH:28]=2)[CH2:23][CH2:22]1. No catalyst specified. The product is [O:21]1[CH2:22][CH2:23][N:24]([C:27]2[CH:28]=[CH:29][C:30]([NH:31][C:2]3[N:7]=[C:6]([S:8][C:9]4[CH:10]=[C:11]([NH:15][C:16](=[O:20])/[CH:17]=[CH:18]/[CH3:19])[CH:12]=[CH:13][CH:14]=4)[CH:5]=[CH:4][N:3]=3)=[CH:32][CH:33]=2)[CH2:25][CH2:26]1. The yield is 0.690. (6) The reactants are [CH:1]1([C:4]2[NH:5][C:6]3[C:11]([CH:12]=2)=[CH:10][C:9]([N+:13]([O-])=O)=[CH:8][CH:7]=3)[CH2:3][CH2:2]1. The catalyst is CO.[Ni]. The product is [CH:1]1([C:4]2[NH:5][C:6]3[C:11]([CH:12]=2)=[CH:10][C:9]([NH2:13])=[CH:8][CH:7]=3)[CH2:3][CH2:2]1. The yield is 0.560. (7) The catalyst is CN(C=O)C. The reactants are [OH:1][C:2]1[C:9]([O:10][CH3:11])=[CH:8][C:7]([O:12][CH3:13])=[CH:6][C:3]=1[CH:4]=[O:5].C([O-])([O-])=O.[K+].[K+].[CH2:20]([O:22][CH:23]([O:26][CH2:27][CH3:28])[CH2:24]Br)[CH3:21]. The yield is 0.670. The product is [CH2:20]([O:22][CH:23]([O:26][CH2:27][CH3:28])[CH2:24][O:1][C:2]1[C:9]([O:10][CH3:11])=[CH:8][C:7]([O:12][CH3:13])=[CH:6][C:3]=1[CH:4]=[O:5])[CH3:21].